Dataset: Catalyst prediction with 721,799 reactions and 888 catalyst types from USPTO. Task: Predict which catalyst facilitates the given reaction. (1) Reactant: [C:1]([N:8]1[CH2:13][CH2:12][CH:11]([N:14]2[C:18]3[N:19]=[C:20](Cl)[N:21]=[C:22]([N:23]4[CH2:28][CH2:27][O:26][CH2:25][CH2:24]4)[C:17]=3[N:16]=[N:15]2)[CH2:10][CH2:9]1)([O:3][C:4]([CH3:7])([CH3:6])[CH3:5])=[O:2].C([O-])([O-])=O.[Na+].[Na+].[NH2:36][C:37]1[N:42]=[C:41](B2OC(C)(C)C(C)(C)O2)[CH:40]=[CH:39][N:38]=1. Product: [NH2:36][C:37]1[N:42]=[CH:41][C:40]([C:20]2[N:21]=[C:22]([N:23]3[CH2:28][CH2:27][O:26][CH2:25][CH2:24]3)[C:17]3[N:16]=[N:15][N:14]([CH:11]4[CH2:12][CH2:13][N:8]([C:1]([O:3][C:4]([CH3:7])([CH3:6])[CH3:5])=[O:2])[CH2:9][CH2:10]4)[C:18]=3[N:19]=2)=[CH:39][N:38]=1. The catalyst class is: 276. (2) Reactant: [CH3:1][NH:2][C:3]1[C:4]2[N:14]=[C:13]([NH:15][CH2:16][CH2:17][CH3:18])[N:12]=[C:11]([NH:19][CH3:20])[C:5]=2[N:6]=[C:7]([C:9]#[N:10])[N:8]=1. Product: [CH3:20][NH:19][C:11]1[C:5]2[N:6]=[C:7]([CH2:9][NH2:10])[N:8]=[C:3]([NH:2][CH3:1])[C:4]=2[N:14]=[C:13]([NH:15][CH2:16][CH2:17][CH3:18])[N:12]=1. The catalyst class is: 319. (3) Reactant: [F:1][C:2]1[CH:3]=[C:4]([C:10]2[N:11]=[C:12]([CH3:26])[C:13]3[CH:18]=[CH:17][N:16](C(OC(C)(C)C)=O)[C:14]=3[N:15]=2)[CH:5]=[CH:6][C:7]=1[O:8][CH3:9].FC(F)(F)C(O)=O. Product: [F:1][C:2]1[CH:3]=[C:4]([C:10]2[N:11]=[C:12]([CH3:26])[C:13]3[CH:18]=[CH:17][NH:16][C:14]=3[N:15]=2)[CH:5]=[CH:6][C:7]=1[O:8][CH3:9]. The catalyst class is: 4.